Dataset: Kir2.1 potassium channel HTS with 301,493 compounds. Task: Binary Classification. Given a drug SMILES string, predict its activity (active/inactive) in a high-throughput screening assay against a specified biological target. (1) The compound is FC(F)(F)c1c(/C=C2/N3CCC(CC3)C2O)cccc1. The result is 0 (inactive). (2) The compound is S\1C(=S)N(CCC(=O)NCCCN2CCOCC2)C(=O)C1=C/c1c(F)cccc1. The result is 0 (inactive). (3) The drug is S1C2C(C(c3sc(=O)[nH]c13)c1cc(OC)c(O)cc1)C(=O)N(C2=O)c1ccc(cc1)C. The result is 0 (inactive).